Dataset: Reaction yield outcomes from USPTO patents with 853,638 reactions. Task: Predict the reaction yield, written as a fraction of the theoretical maximum amount of product (1.0 means a 100% yield; for example, 0.34 means a 34% yield). (1) The reactants are [CH2:1]([O:3][C:4]([C:6]1[CH:7]=[C:8]2[C:13](=[CH:14][CH:15]=1)[NH:12][CH:11]([C:16]1[CH:21]=[C:20](Br)[CH:19]=[CH:18][C:17]=1[F:23])[C:10]([CH3:25])([CH3:24])[CH2:9]2)=[O:5])[CH3:2].[NH:26]1[CH2:31][CH2:30][O:29][CH2:28][CH2:27]1.N1CCC[C@H]1C(O)=O.C(=O)([O-])[O-].[K+].[K+]. The catalyst is CS(C)=O.[Cu]I.C(OCC)(=O)C. The product is [CH2:1]([O:3][C:4]([C:6]1[CH:7]=[C:8]2[C:13](=[CH:14][CH:15]=1)[NH:12][CH:11]([C:16]1[CH:21]=[C:20]([N:26]3[CH2:31][CH2:30][O:29][CH2:28][CH2:27]3)[CH:19]=[CH:18][C:17]=1[F:23])[C:10]([CH3:25])([CH3:24])[CH2:9]2)=[O:5])[CH3:2]. The yield is 0.160. (2) The reactants are N#N.Br[C:4]1[C:5]([N:20]([CH3:25])[S:21]([CH3:24])(=[O:23])=[O:22])=[CH:6][C:7]2[O:11][C:10]([CH:12]3[CH2:14][CH2:13]3)=[C:9]([C:15]([NH:17][CH3:18])=[O:16])[C:8]=2[CH:19]=1.CC([O-])=O.[K+].[B:31]1([B:31]2[O:35][C:34]([CH3:37])([CH3:36])[C:33]([CH3:39])([CH3:38])[O:32]2)[O:35][C:34]([CH3:37])([CH3:36])[C:33]([CH3:39])([CH3:38])[O:32]1. The catalyst is O1CCOCC1.C1C=CC(P(C2C=CC=CC=2)[C-]2C=CC=C2)=CC=1.C1C=CC(P(C2C=CC=CC=2)[C-]2C=CC=C2)=CC=1.Cl[Pd]Cl.[Fe+2]. The product is [CH:12]1([C:10]2[O:11][C:7]3[CH:6]=[C:5]([N:20]([CH3:25])[S:21]([CH3:24])(=[O:23])=[O:22])[C:4]([B:31]4[O:35][C:34]([CH3:37])([CH3:36])[C:33]([CH3:39])([CH3:38])[O:32]4)=[CH:19][C:8]=3[C:9]=2[C:15]([NH:17][CH3:18])=[O:16])[CH2:14][CH2:13]1. The yield is 0.370. (3) The product is [Cl:24][C:21]1[CH:22]=[CH:23][C:18]([C:13]2[C:12]([CH2:11][O:10][C:7]3[N:6]=[CH:5][C:4]([C:3]([N:26]4[CH2:31][CH2:30][O:29][CH2:28][CH2:27]4)=[O:25])=[CH:9][CH:8]=3)=[C:16]([CH3:17])[O:15][N:14]=2)=[N:19][CH:20]=1. The reactants are CO[C:3](=[O:25])[C:4]1[CH:9]=[CH:8][C:7]([O:10][CH2:11][C:12]2[C:13]([C:18]3[CH:23]=[CH:22][C:21]([Cl:24])=[CH:20][N:19]=3)=[N:14][O:15][C:16]=2[CH3:17])=[N:6][CH:5]=1.[NH:26]1[CH2:31][CH2:30][O:29][CH2:28][CH2:27]1. The yield is 0.150. No catalyst specified. (4) The reactants are [O:1]1[CH2:6][CH2:5][N:4]([C:7]2[CH:12]=[CH:11][C:10]([C:13]3[C:21]4[C:16](=[CH:17][CH:18]=[C:19]([C:22]([OH:24])=O)[CH:20]=4)[NH:15][N:14]=3)=[CH:9][CH:8]=2)[CH2:3][CH2:2]1.Cl.[S:26]1[CH:30]=[CH:29][CH:28]=[C:27]1[C@H:31]([NH2:34])[CH2:32][CH3:33].CN(C(ON1N=NC2C=CC=CC1=2)=[N+](C)C)C.[B-](F)(F)(F)F.CCN(C(C)C)C(C)C. The catalyst is CN(C=O)C. The product is [O:1]1[CH2:6][CH2:5][N:4]([C:7]2[CH:8]=[CH:9][C:10]([C:13]3[C:21]4[C:16](=[CH:17][CH:18]=[C:19]([C:22]([NH:34][C@@H:31]([C:27]5[S:26][CH:30]=[CH:29][CH:28]=5)[CH2:32][CH3:33])=[O:24])[CH:20]=4)[NH:15][N:14]=3)=[CH:11][CH:12]=2)[CH2:3][CH2:2]1. The yield is 0.290. (5) The reactants are Cl.[F:2][C:3]1[CH:8]=[CH:7][CH:6]=[CH:5][C:4]=1[CH2:9][C:10]([C:12]1([CH3:18])[CH2:17][CH2:16][NH:15][CH2:14][CH2:13]1)=[O:11].[C:19]([O:23][C:24]1[C:25]([CH:30]=O)=[N:26][CH:27]=[CH:28][N:29]=1)([CH3:22])([CH3:21])[CH3:20].C(O[BH-](OC(=O)C)OC(=O)C)(=O)C.[Na+]. The catalyst is ClCCl.C(OCC)(=O)C.C(=O)(O)[O-].[Na+]. The product is [C:19]([O:23][C:24]1[C:25]([CH2:30][N:15]2[CH2:14][CH2:13][C:12]([C:10](=[O:11])[CH2:9][C:4]3[CH:5]=[CH:6][CH:7]=[CH:8][C:3]=3[F:2])([CH3:18])[CH2:17][CH2:16]2)=[N:26][CH:27]=[CH:28][N:29]=1)([CH3:22])([CH3:21])[CH3:20]. The yield is 0.690. (6) The reactants are [C:1]1(C)C=CC=CC=1.C1(C)C=CC(S([O-])(=O)=O)=CC=1.[NH+]1C=CC=CC=1.C([O:28][CH2:29][CH2:30][CH:31]1[CH2:35][CH2:34][CH2:33][C:32]1=[O:36])(=O)C. The catalyst is CO. The product is [CH3:1][O:36][C:32]12[CH2:33][CH2:34][CH2:35][CH:31]1[CH2:30][CH2:29][O:28]2. The yield is 0.950.